From a dataset of Forward reaction prediction with 1.9M reactions from USPTO patents (1976-2016). Predict the product of the given reaction. (1) Given the reactants [CH3:1][C:2]1[C:10]2[C:5](=[CH:6][CH:7]=[C:8]([C:11]3[C:20](C(C(C)C)C)=[N:19][C:18]4[C:13](=[CH:14][CH:15]=[C:16]([C:26]([O:28]C)=[O:27])[CH:17]=4)[N:12]=3)[CH:9]=2)[NH:4][N:3]=1.[OH-].[Na+].Cl, predict the reaction product. The product is: [CH3:1][C:2]1[C:10]2[C:5](=[CH:6][CH:7]=[C:8]([C:11]3[C:20]([N:12]([CH:11]([CH3:20])[CH3:8])[CH3:13])=[N:19][C:18]4[C:13](=[CH:14][CH:15]=[C:16]([C:26]([OH:28])=[O:27])[CH:17]=4)[N:12]=3)[CH:9]=2)[NH:4][N:3]=1. (2) Given the reactants [CH:1](=[N:8][OH:9])[C:2]1[CH:7]=[CH:6][CH:5]=[CH:4][CH:3]=1.[CH2:10]([OH:13])[C:11]#[CH:12], predict the reaction product. The product is: [C:2]1([C:1]2[CH:12]=[C:11]([CH2:10][OH:13])[O:9][N:8]=2)[CH:7]=[CH:6][CH:5]=[CH:4][CH:3]=1. (3) The product is: [CH:1]#[C:2][C:3]1[CH:4]=[CH:5][CH:6]=[C:7]([NH:9][C:10]2[C:11]3[C:16](=[CH:15][C:14]4[O:20][CH2:21][CH2:22][O:23][CH2:24][CH2:25][O:26][CH2:27][CH2:28][O:29][C:13]=4[CH:12]=3)[N:17]=[CH:18][N:19]=2)[CH:8]=1.[ClH:30]. Given the reactants [CH:1]#[C:2][C:3]1[CH:4]=[CH:5][CH:6]=[C:7]([NH:9][C:10]2[N:19]=[CH:18][N:17]=[C:16]3[C:11]=2[CH:12]=[C:13]2[O:29][CH2:28][CH2:27][O:26][CH2:25][CH2:24][O:23][CH2:22][CH2:21][O:20][C:14]2=[CH:15]3)[CH:8]=1.[ClH:30], predict the reaction product. (4) Given the reactants [CH:1]1[C:6]2[CH2:7][CH2:8][CH2:9][CH2:10][C:11](=[O:12])[C:5]=2[CH:4]=[CH:3][CH:2]=1.[C:13](=[O:16])([O-])[O-].[K+].[K+].[CH2:19]=[O:20], predict the reaction product. The product is: [OH:20][CH2:19][C:10]1([CH2:13][OH:16])[CH2:9][CH2:8][CH2:7][C:6]2[CH:1]=[CH:2][CH:3]=[CH:4][C:5]=2[C:11]1=[O:12]. (5) Given the reactants Br[CH2:2][CH2:3][CH2:4][C:5]([CH3:15])([CH3:14])[CH2:6][O:7][CH:8]1[CH2:13][CH2:12][CH2:11][CH2:10][O:9]1.[CH3:16][C:17]1[CH:22]=[CH:21][C:20]([S:23]([CH2:26][N+:27]#[C-:28])(=[O:25])=[O:24])=[CH:19][CH:18]=1.[H-].[Na+].[I-], predict the reaction product. The product is: [N+:27]([C:26]([S:23]([C:20]1[CH:19]=[CH:18][C:17]([CH3:16])=[CH:22][CH:21]=1)(=[O:25])=[O:24])([CH2:2][CH2:3][CH2:4][C:5]([CH3:14])([CH3:15])[CH2:6][O:7][CH:8]1[CH2:13][CH2:12][CH2:11][CH2:10][O:9]1)[CH2:2][CH2:3][CH2:4][C:5]([CH3:15])([CH3:14])[CH2:6][O:7][CH:8]1[CH2:13][CH2:12][CH2:11][CH2:10][O:9]1)#[C-:28]. (6) Given the reactants FC(F)(F)S([N:6]1[C:14]2[C:9](=[C:10](OS(C(F)(F)F)(=O)=O)[CH:11]=[CH:12][CH:13]=2)[C:8]([C:23]([F:26])([F:25])[F:24])=[N:7]1)(=O)=O.[N:29]1[C:38]2[C:33](=[CH:34][CH:35]=[CH:36][CH:37]=2)[CH:32]=[C:31](B(O)O)[CH:30]=1.C(=O)([O-])[O-].[Na+].[Na+].C(O)C, predict the reaction product. The product is: [F:24][C:23]([F:26])([F:25])[C:8]1[C:9]2[C:14](=[CH:13][CH:12]=[CH:11][C:10]=2[C:31]2[CH:30]=[N:29][C:38]3[C:33]([CH:32]=2)=[CH:34][CH:35]=[CH:36][CH:37]=3)[NH:6][N:7]=1.